From a dataset of Forward reaction prediction with 1.9M reactions from USPTO patents (1976-2016). Predict the product of the given reaction. (1) Given the reactants [F:1][C:2]([F:14])([F:13])[CH2:3][CH2:4][C:5]1[NH:9][C:8]([C:10](O)=[O:11])=[CH:7][CH:6]=1.C(Cl)(=O)C([Cl:18])=O, predict the reaction product. The product is: [F:1][C:2]([F:14])([F:13])[CH2:3][CH2:4][C:5]1[NH:9][C:8]([C:10]([Cl:18])=[O:11])=[CH:7][CH:6]=1. (2) The product is: [F:26][C:22]([F:27])([C:21]([F:29])([F:28])[F:20])[C:23]([N:1]=[C:2]1[CH:7]=[CH:6][CH:5]=[CH:4][NH:3]1)=[O:24]. Given the reactants [NH2:1][C:2]1[CH:7]=[CH:6][CH:5]=[CH:4][N:3]=1.CCN=C=NCCCN(C)C.Cl.[F:20][C:21]([F:29])([F:28])[C:22]([F:27])([F:26])[C:23](O)=[O:24], predict the reaction product. (3) Given the reactants CS([C:5]1[CH:10]=[CH:9][C:8]([S:11]([CH3:14])(=[O:13])=[O:12])=[CH:7][N:6]=1)(=O)=O.[NH2:15][NH2:16].[ClH:17], predict the reaction product. The product is: [ClH:17].[NH:15]([C:5]1[CH:10]=[CH:9][C:8]([S:11]([CH3:14])(=[O:13])=[O:12])=[CH:7][N:6]=1)[NH2:16]. (4) Given the reactants [CH3:1]OC(=O)C1C=CC(N(CC2C=CC=CC=2)S(C2C=CC(OC)=CC=2)(=O)=O)=CC=1.N1[CH:35]=[CH:34][CH:33]=[CH:32][C:31]=1[CH2:36][NH:37][CH2:38][C:39]1[CH:46]=[CH:45][C:42]([C:43]#[N:44])=[CH:41][CH:40]=1.[Cl:47][C:48]1[CH:49]=[C:50]([S:55](Cl)(=[O:57])=[O:56])[CH:51]=[CH:52][C:53]=1[Cl:54], predict the reaction product. The product is: [CH2:36]([N:37]([CH2:38][C:39]1[CH:46]=[CH:45][C:42]([C:43]#[N:44])=[CH:41][CH:40]=1)[S:55]([C:50]1[CH:51]=[CH:52][C:53]([Cl:54])=[C:48]([Cl:47])[CH:49]=1)(=[O:57])=[O:56])[C:31]1[CH:1]=[CH:35][CH:34]=[CH:33][CH:32]=1. (5) Given the reactants [CH3:1][C:2]1[C:6]([C:7]2[CH:12]=[C:11]([NH2:13])[C:10]([NH2:14])=[C:9]([I:15])[CH:8]=2)=[C:5]([CH3:16])[O:4][N:3]=1.[CH2:17]([O:19][C:20](OCC)(OCC)OCC)[CH3:18], predict the reaction product. The product is: [CH2:17]([O:19][C:20]1[NH:13][C:11]2[CH:12]=[C:7]([C:6]3[C:2]([CH3:1])=[N:3][O:4][C:5]=3[CH3:16])[CH:8]=[C:9]([I:15])[C:10]=2[N:14]=1)[CH3:18].